This data is from Full USPTO retrosynthesis dataset with 1.9M reactions from patents (1976-2016). The task is: Predict the reactants needed to synthesize the given product. (1) Given the product [NH:1]([C:13]([O:15][CH2:16][C:17]1[CH:22]=[CH:21][CH:20]=[CH:19][CH:18]=1)=[O:14])[C@H:2]([C:10]([O:12][CH3:23])=[O:11])[CH2:3][C:4]1[CH:5]=[CH:6][CH:7]=[CH:8][CH:9]=1, predict the reactants needed to synthesize it. The reactants are: [NH:1]([C:13]([O:15][CH2:16][C:17]1[CH:22]=[CH:21][CH:20]=[CH:19][CH:18]=1)=[O:14])[C@H:2]([C:10]([OH:12])=[O:11])[CH2:3][C:4]1[CH:9]=[CH:8][CH:7]=[CH:6][CH:5]=1.[CH3:23]CN=C=NCCCN(C)C.Cl. (2) Given the product [CH2:1]([C:5]1([O:33][CH3:34])[CH2:6][CH2:7][N:8]([C:11]2[CH:12]=[CH:13][C:14]([C:17]3[S:18][C:19]([C:22]4[CH:23]=[CH:24][C:25]([CH2:26][OH:27])=[CH:31][CH:32]=4)=[CH:20][N:21]=3)=[CH:15][CH:16]=2)[CH2:9][CH2:10]1)[CH2:2][CH2:3][CH3:4], predict the reactants needed to synthesize it. The reactants are: [CH2:1]([C:5]1([O:33][CH3:34])[CH2:10][CH2:9][N:8]([C:11]2[CH:16]=[CH:15][C:14]([C:17]3[S:18][C:19]([C:22]4[CH:32]=[CH:31][C:25]([C:26](OCC)=[O:27])=[CH:24][CH:23]=4)=[CH:20][N:21]=3)=[CH:13][CH:12]=2)[CH2:7][CH2:6]1)[CH2:2][CH2:3][CH3:4].[H-].[Al+3].[Li+].[H-].[H-].[H-].C(OC(=O)C)C.Cl.